Dataset: Forward reaction prediction with 1.9M reactions from USPTO patents (1976-2016). Task: Predict the product of the given reaction. (1) Given the reactants C1(C#CC2CC3(CCNCC3)ON=2)C=CC=CC=1.[F:19][C:20]1[CH:21]=[C:22]([C:26]#[C:27][C:28]2[CH2:42][C:31]3([CH2:34][N:33](C(OC(C)(C)C)=O)[CH2:32]3)[O:30][N:29]=2)[CH:23]=[CH:24][CH:25]=1, predict the reaction product. The product is: [F:19][C:20]1[CH:21]=[C:22]([C:26]#[C:27][C:28]2[CH2:42][C:31]3([CH2:34][NH:33][CH2:32]3)[O:30][N:29]=2)[CH:23]=[CH:24][CH:25]=1. (2) Given the reactants [CH:1]1([CH2:7][CH:8]([NH:12][C:13]([C:15]2[CH:45]=[CH:44][C:18]3[N:19]([CH:38]4[CH2:43][CH2:42][CH2:41][CH2:40][CH2:39]4)[C:20]([C:22]4[CH:23]=[C:24]5[C:29](=[CH:30][CH:31]=4)[N:28]=[C:27]([C:32]4[CH:37]=[CH:36][CH:35]=[CH:34][CH:33]=4)[CH:26]=[N:25]5)=[N:21][C:17]=3[CH:16]=2)=[O:14])[C:9]([OH:11])=[O:10])[CH2:6]CCC[CH2:2]1.CC(C[C@H](NC(OCC1C2C(=CC=CC=2)C2C1=CC=CC=2)=O)C=O)C, predict the reaction product. The product is: [CH:38]1([N:19]2[C:18]3[CH:44]=[CH:45][C:15]([C:13]([NH:12][CH:8]([CH2:7][CH:1]([CH3:6])[CH3:2])[C:9]([OH:11])=[O:10])=[O:14])=[CH:16][C:17]=3[N:21]=[C:20]2[C:22]2[CH:23]=[C:24]3[C:29](=[CH:30][CH:31]=2)[N:28]=[C:27]([C:32]2[CH:37]=[CH:36][CH:35]=[CH:34][CH:33]=2)[CH:26]=[N:25]3)[CH2:39][CH2:40][CH2:41][CH2:42][CH2:43]1. (3) Given the reactants Cl.[Br:2][C:3]1[CH:9]=[CH:8][C:6](N)=[CH:5][CH:4]=1.N([O-])=O.[Na+].[C:14]1(=[O:20])[NH:18][C:17](=[O:19])[CH:16]=[CH:15]1.C([O-])(=O)C.[Na+], predict the reaction product. The product is: [Br:2][C:3]1[CH:9]=[CH:8][C:6]([C:16]2[C:17](=[O:19])[NH:18][C:14](=[O:20])[CH:15]=2)=[CH:5][CH:4]=1. (4) Given the reactants [Cl:1][C:2]1[S:6][C:5]([C:7]([NH:9][CH2:10][C:11]2[N:12]=[C:13]([C:17]3[CH:22]=[CH:21][C:20](I)=[CH:19][CH:18]=3)[N:14]([CH3:16])[CH:15]=2)=[O:8])=[CH:4][CH:3]=1.[OH:24][C:25]1[CH:30]=[CH:29][CH:28]=[CH:27][N:26]=1.OC1C=CC=C2C=1N=CC=C2.C([O-])([O-])=O.[K+].[K+], predict the reaction product. The product is: [Cl:1][C:2]1[S:6][C:5]([C:7]([NH:9][CH2:10][C:11]2[N:12]=[C:13]([C:17]3[CH:22]=[CH:21][C:20]([N:26]4[CH:27]=[CH:28][CH:29]=[CH:30][C:25]4=[O:24])=[CH:19][CH:18]=3)[N:14]([CH3:16])[CH:15]=2)=[O:8])=[CH:4][CH:3]=1. (5) Given the reactants [CH3:1][Si:2]([CH3:13])([CH3:12])[C:3]1[CH:4]=[C:5](B(O)O)[CH:6]=[CH:7][CH:8]=1.Br[C:15]1[CH:20]=[CH:19][C:18](Br)=[CH:17][N:16]=1.[CH2:22](O)[CH3:23].C(=O)([O-])[O-].[Na+].[Na+], predict the reaction product. The product is: [CH3:1][Si:2]([CH3:13])([CH3:12])[C:3]1[CH:4]=[C:5]([C:15]2[CH:20]=[CH:19][C:18]([C:23]3[CH:22]=[CH:7][CH:8]=[C:3]([Si:2]([CH3:13])([CH3:12])[CH3:1])[CH:4]=3)=[CH:17][N:16]=2)[CH:6]=[CH:7][CH:8]=1. (6) The product is: [CH3:11][O:12][C:13]([CH2:14][C:15](=[O:19])[CH:16]([O:7][C:6](=[O:8])[C:5]1[CH:9]=[CH:10][C:2]([Cl:1])=[N:3][CH:4]=1)[CH3:17])=[O:20]. Given the reactants [Cl:1][C:2]1[CH:10]=[CH:9][C:5]([C:6]([OH:8])=[O:7])=[CH:4][N:3]=1.[CH3:11][O:12][C:13](=[O:20])[CH2:14][C:15](=[O:19])[CH:16](Br)[CH3:17].C(N(CC)CC)C, predict the reaction product.